Task: Predict the reactants needed to synthesize the given product.. Dataset: Full USPTO retrosynthesis dataset with 1.9M reactions from patents (1976-2016) (1) Given the product [F:1][C:2]1[CH:7]=[C:6]([CH:8]2[CH2:13][CH2:12][CH2:11][CH2:10][NH:9]2)[CH:5]=[CH:4][C:3]=1[C:14]1[O:15][C:16]2[C:22]([C:23]([NH2:25])=[O:24])=[CH:21][CH:20]=[CH:19][C:17]=2[N:18]=1, predict the reactants needed to synthesize it. The reactants are: [F:1][C:2]1[CH:7]=[C:6]([C:8]2[CH:13]=[CH:12][CH:11]=[CH:10][N:9]=2)[CH:5]=[CH:4][C:3]=1[C:14]1[O:15][C:16]2[C:22]([C:23]([NH2:25])=[O:24])=[CH:21][CH:20]=[CH:19][C:17]=2[N:18]=1.[H][H]. (2) Given the product [C:1]([O:5][C:6](=[O:15])[C:7]1[CH:12]=[C:11]([Cl:13])[C:10]([CH:22]=[CH2:23])=[N:9][CH:8]=1)([CH3:4])([CH3:3])[CH3:2], predict the reactants needed to synthesize it. The reactants are: [C:1]([O:5][C:6](=[O:15])[C:7]1[CH:12]=[C:11]([Cl:13])[C:10](Cl)=[N:9][CH:8]=1)([CH3:4])([CH3:3])[CH3:2].B1(C=C)OB([CH:22]=[CH2:23])OB(C=C)O1.C1C=CN=CC=1.C([O-])([O-])=O.[K+].[K+].C1(P(C2C=CC=CC=2)C2C=CC=CC=2)C=CC=CC=1. (3) The reactants are: C[CH:2]([C:4]1[CH:5]=[C:6]([NH:10][C:11]2[CH:12]=[C:13]([C:17]([O:19][CH3:20])=[S:18])[S:14][C:15]=2[CH3:16])[CH:7]=[CH:8][CH:9]=1)C.N[C:22]1C=C(C(OC)=S)S[C:26]=1C.C(C1C=C(B(O)O)C=CC=1)(C)C. Given the product [CH3:2][C:4]1[C:5]([CH2:22][CH3:26])=[C:6]([NH:10][C:11]2[CH:12]=[C:13]([C:17]([O:19][CH3:20])=[S:18])[S:14][C:15]=2[CH3:16])[CH:7]=[CH:8][CH:9]=1, predict the reactants needed to synthesize it.